From a dataset of NCI-60 drug combinations with 297,098 pairs across 59 cell lines. Regression. Given two drug SMILES strings and cell line genomic features, predict the synergy score measuring deviation from expected non-interaction effect. (1) Drug 2: COC1=CC(=CC(=C1O)OC)C2C3C(COC3=O)C(C4=CC5=C(C=C24)OCO5)OC6C(C(C7C(O6)COC(O7)C8=CC=CS8)O)O. Cell line: OVCAR-8. Drug 1: CCC1=CC2CC(C3=C(CN(C2)C1)C4=CC=CC=C4N3)(C5=C(C=C6C(=C5)C78CCN9C7C(C=CC9)(C(C(C8N6C)(C(=O)OC)O)OC(=O)C)CC)OC)C(=O)OC.C(C(C(=O)O)O)(C(=O)O)O. Synergy scores: CSS=32.5, Synergy_ZIP=1.01, Synergy_Bliss=-3.52, Synergy_Loewe=-5.77, Synergy_HSA=-0.822. (2) Drug 1: CNC(=O)C1=CC=CC=C1SC2=CC3=C(C=C2)C(=NN3)C=CC4=CC=CC=N4. Drug 2: C1=NC2=C(N1)C(=S)N=CN2. Cell line: HT29. Synergy scores: CSS=-1.68, Synergy_ZIP=-7.61, Synergy_Bliss=-16.5, Synergy_Loewe=-24.5, Synergy_HSA=-17.9. (3) Drug 1: CN1CCC(CC1)COC2=C(C=C3C(=C2)N=CN=C3NC4=C(C=C(C=C4)Br)F)OC. Drug 2: CN(CCCl)CCCl.Cl. Cell line: SK-OV-3. Synergy scores: CSS=11.3, Synergy_ZIP=-5.09, Synergy_Bliss=-0.224, Synergy_Loewe=-9.77, Synergy_HSA=-1.29. (4) Cell line: SF-268. Drug 1: C1=CN(C=N1)CC(O)(P(=O)(O)O)P(=O)(O)O. Drug 2: CC1C(C(CC(O1)OC2CC(CC3=C2C(=C4C(=C3O)C(=O)C5=CC=CC=C5C4=O)O)(C(=O)C)O)N)O. Synergy scores: CSS=34.9, Synergy_ZIP=0.185, Synergy_Bliss=-0.252, Synergy_Loewe=-36.3, Synergy_HSA=0.0777. (5) Drug 1: CCCS(=O)(=O)NC1=C(C(=C(C=C1)F)C(=O)C2=CNC3=C2C=C(C=N3)C4=CC=C(C=C4)Cl)F. Drug 2: C1CCC(CC1)NC(=O)N(CCCl)N=O. Cell line: TK-10. Synergy scores: CSS=10.9, Synergy_ZIP=-3.30, Synergy_Bliss=4.07, Synergy_Loewe=4.13, Synergy_HSA=4.51. (6) Drug 1: CC1=CC2C(CCC3(C2CCC3(C(=O)C)OC(=O)C)C)C4(C1=CC(=O)CC4)C. Drug 2: CCC1(CC2CC(C3=C(CCN(C2)C1)C4=CC=CC=C4N3)(C5=C(C=C6C(=C5)C78CCN9C7C(C=CC9)(C(C(C8N6C=O)(C(=O)OC)O)OC(=O)C)CC)OC)C(=O)OC)O.OS(=O)(=O)O. Cell line: UACC62. Synergy scores: CSS=2.92, Synergy_ZIP=-1.55, Synergy_Bliss=-2.31, Synergy_Loewe=-8.70, Synergy_HSA=-2.63. (7) Drug 2: CCC1=CC2CC(C3=C(CN(C2)C1)C4=CC=CC=C4N3)(C5=C(C=C6C(=C5)C78CCN9C7C(C=CC9)(C(C(C8N6C)(C(=O)OC)O)OC(=O)C)CC)OC)C(=O)OC.C(C(C(=O)O)O)(C(=O)O)O. Drug 1: CC1=C2C(C(=O)C3(C(CC4C(C3C(C(C2(C)C)(CC1OC(=O)C(C(C5=CC=CC=C5)NC(=O)OC(C)(C)C)O)O)OC(=O)C6=CC=CC=C6)(CO4)OC(=O)C)OC)C)OC. Cell line: HCC-2998. Synergy scores: CSS=79.3, Synergy_ZIP=12.7, Synergy_Bliss=12.3, Synergy_Loewe=14.9, Synergy_HSA=17.0. (8) Drug 1: CCCCC(=O)OCC(=O)C1(CC(C2=C(C1)C(=C3C(=C2O)C(=O)C4=C(C3=O)C=CC=C4OC)O)OC5CC(C(C(O5)C)O)NC(=O)C(F)(F)F)O. Drug 2: C1C(C(OC1N2C=NC3=C2NC=NCC3O)CO)O. Cell line: KM12. Synergy scores: CSS=36.2, Synergy_ZIP=-2.76, Synergy_Bliss=-6.28, Synergy_Loewe=-12.1, Synergy_HSA=-7.20. (9) Drug 1: C1CN1C2=NC(=NC(=N2)N3CC3)N4CC4. Drug 2: C(CN)CNCCSP(=O)(O)O. Cell line: 786-0. Synergy scores: CSS=22.3, Synergy_ZIP=-1.10, Synergy_Bliss=-0.114, Synergy_Loewe=-36.2, Synergy_HSA=-0.639. (10) Drug 1: CC1=C2C(C(=O)C3(C(CC4C(C3C(C(C2(C)C)(CC1OC(=O)C(C(C5=CC=CC=C5)NC(=O)OC(C)(C)C)O)O)OC(=O)C6=CC=CC=C6)(CO4)OC(=O)C)O)C)O. Drug 2: C1CN1C2=NC(=NC(=N2)N3CC3)N4CC4. Cell line: 786-0. Synergy scores: CSS=26.2, Synergy_ZIP=-0.600, Synergy_Bliss=0.981, Synergy_Loewe=1.37, Synergy_HSA=1.50.